From a dataset of Full USPTO retrosynthesis dataset with 1.9M reactions from patents (1976-2016). Predict the reactants needed to synthesize the given product. (1) Given the product [C:1]([O:5][C:6](=[O:19])[NH:7][C:8]1[CH:13]=[C:12]([N:14]([CH3:16])[CH3:15])[C:11]([C:24]#[C:25][C:27]2[CH:28]=[CH:29][CH:32]=[CH:33][CH:34]=2)=[CH:10][C:9]=1[NH:18][C:23](=[O:35])[CH2:24][C:25]([C:27]1[CH:34]=[CH:33][CH:32]=[C:29]([C:30]#[N:31])[CH:28]=1)=[O:26])([CH3:4])([CH3:3])[CH3:2], predict the reactants needed to synthesize it. The reactants are: [C:1]([O:5][C:6](=[O:19])[NH:7][C:8]1[CH:13]=[C:12]([N:14]([CH3:16])[CH3:15])[C:11](Cl)=[CH:10][C:9]=1[NH2:18])([CH3:4])([CH3:3])[CH3:2].CC1(C)[O:26][C:25]([C:27]2[CH:28]=[C:29]([CH:32]=[CH:33][CH:34]=2)[C:30]#[N:31])=[CH:24][C:23](=[O:35])O1. (2) The reactants are: [CH3:1][O:2][C:3]1[N:8]=[CH:7][C:6]([CH:9]=O)=[CH:5][CH:4]=1.[CH3:11][O:12][C:13]([CH:15]=P(C1C=CC=CC=1)(C1C=CC=CC=1)C1C=CC=CC=1)=[O:14].O. Given the product [CH3:11][O:12][C:13](=[O:14])[CH:15]=[CH:9][C:6]1[CH:7]=[N:8][C:3]([O:2][CH3:1])=[CH:4][CH:5]=1, predict the reactants needed to synthesize it.